From a dataset of Full USPTO retrosynthesis dataset with 1.9M reactions from patents (1976-2016). Predict the reactants needed to synthesize the given product. (1) Given the product [CH3:1][O:2][C:3]1[CH:4]=[CH:5][C:6]2[N:14]3[C:9]([O:10][CH2:11][CH2:12][CH2:13]3)=[C:8]([CH:15]=[CH:26][N+:23]([O-:25])=[O:24])[C:7]=2[N:17]=1, predict the reactants needed to synthesize it. The reactants are: [CH3:1][O:2][C:3]1[CH:4]=[CH:5][C:6]2[N:14]3[C:9]([O:10][CH2:11][CH2:12][CH2:13]3)=[C:8]([CH:15]=O)[C:7]=2[N:17]=1.C([O-])(=O)C.[NH4+].[N+:23]([CH3:26])([O-:25])=[O:24]. (2) Given the product [Cl:1][C:2]1[CH:7]=[CH:6][C:5]([S:8]([CH:11]([C:12]2[CH:17]=[C:16]([F:18])[CH:15]=[CH:14][C:13]=2[F:19])[CH:21]([CH3:20])[CH2:22][CH2:23][CH3:24])(=[O:10])=[O:9])=[CH:4][CH:3]=1, predict the reactants needed to synthesize it. The reactants are: [Cl:1][C:2]1[CH:7]=[CH:6][C:5]([S:8]([CH2:11][C:12]2[CH:17]=[C:16]([F:18])[CH:15]=[CH:14][C:13]=2[F:19])(=[O:10])=[O:9])=[CH:4][CH:3]=1.[CH3:20][CH:21](O)[CH2:22][CH2:23][CH3:24].C(C=P(CCCC)(CCCC)CCCC)#N. (3) Given the product [C:1]([O:5][C:6]([NH:8][C:9]1[CH:14]=[CH:13][CH:12]=[CH:11][C:10]=1[NH:15][C:16]([C:17]1[CH:22]=[CH:21][C:20]([C:27]2[CH:26]=[N:25][CH:30]=[CH:29][CH:28]=2)=[N:19][CH:18]=1)=[O:24])=[O:7])([CH3:4])([CH3:3])[CH3:2], predict the reactants needed to synthesize it. The reactants are: [C:1]([O:5][C:6]([NH:8][C:9]1[CH:14]=[CH:13][CH:12]=[CH:11][C:10]=1[NH:15][C:16](=[O:24])[C:17]1[CH:22]=[CH:21][C:20](Cl)=[N:19][CH:18]=1)=[O:7])([CH3:4])([CH3:3])[CH3:2].[N:25]1[CH:30]=[CH:29][CH:28]=[C:27](B(O)O)[CH:26]=1.COCCOC.C(=O)([O-])O.[Na+]. (4) Given the product [CH3:17][S:18][C:2]1[N:7]2[N:8]=[C:9]([C:11]([F:14])([F:13])[F:12])[CH:10]=[C:6]2[C:5]([CH:15]=[O:16])=[CH:4][CH:3]=1, predict the reactants needed to synthesize it. The reactants are: I[C:2]1[N:7]2[N:8]=[C:9]([C:11]([F:14])([F:13])[F:12])[CH:10]=[C:6]2[C:5]([CH:15]=[O:16])=[CH:4][CH:3]=1.[CH3:17][S-:18].[Na+]. (5) Given the product [N:1]1([CH2:6][CH2:7][N:8]2[CH2:9][CH2:10][N:11]([CH2:15][C:16]#[N:17])[CH2:12][CH2:13]2)[CH:5]=[CH:4][N:3]=[CH:2]1, predict the reactants needed to synthesize it. The reactants are: [N:1]1([CH2:6][CH2:7][N:8]2[CH2:13][CH2:12][NH:11][CH2:10][CH2:9]2)[CH:5]=[CH:4][N:3]=[CH:2]1.Br[CH2:15][C:16]#[N:17].C([O-])([O-])=O.[K+].[K+].